This data is from Reaction yield outcomes from USPTO patents with 853,638 reactions. The task is: Predict the reaction yield, written as a fraction of the theoretical maximum amount of product (1.0 means a 100% yield; for example, 0.34 means a 34% yield). (1) The reactants are [CH3:1][C:2]1[CH:6]=[C:5]([N:7]2[CH2:11][CH2:10][N:9]([CH2:12][CH2:13][O:14][C:15]3[CH:20]=[CH:19][CH:18]=[CH:17][CH:16]=3)[C:8]2=[O:21])[S:4][C:3]=1[C:22]([O:24]CC)=[O:23].[OH-].[Na+].Cl. The catalyst is C(O)C. The product is [CH3:1][C:2]1[CH:6]=[C:5]([N:7]2[CH2:11][CH2:10][N:9]([CH2:12][CH2:13][O:14][C:15]3[CH:20]=[CH:19][CH:18]=[CH:17][CH:16]=3)[C:8]2=[O:21])[S:4][C:3]=1[C:22]([OH:24])=[O:23]. The yield is 0.990. (2) The catalyst is ClCCl.CN(C=O)C. The yield is 0.410. The reactants are C(Cl)(=O)C(Cl)=O.[Br:7][C:8]1[O:12][C:11]([C:13]([OH:15])=O)=[CH:10][CH:9]=1.Cl.[F:17][C:18]1[CH:23]=[C:22]([S:24]([CH3:27])(=[O:26])=[O:25])[CH:21]=[CH:20][C:19]=1[N:28]1[C:32]2=[N:33][CH:34]=[N:35][C:36]([S:37][CH:38]3[CH2:43][CH2:42][NH:41][CH2:40][CH2:39]3)=[C:31]2[CH:30]=[N:29]1.C(N(CC)CC)C. The product is [Br:7][C:8]1[O:12][C:11]([C:13]([N:41]2[CH2:42][CH2:43][CH:38]([S:37][C:36]3[N:35]=[CH:34][N:33]=[C:32]4[N:28]([C:19]5[CH:20]=[CH:21][C:22]([S:24]([CH3:27])(=[O:25])=[O:26])=[CH:23][C:18]=5[F:17])[N:29]=[CH:30][C:31]=34)[CH2:39][CH2:40]2)=[O:15])=[CH:10][CH:9]=1. (3) The reactants are [N+:1]1([O-])[C:2]([C:7]2[CH:12]=[CH:11][CH:10]=[CH:9][N:8]=2)=[CH:3][CH:4]=[CH:5][CH:6]=1.C[Si]([C:18]#[N:19])(C)C.CN(C)C(Cl)=O. The catalyst is [N+](CC)([O-])=O. The product is [C:18]([C:6]1[N:1]=[C:2]([C:7]2[CH:12]=[CH:11][CH:10]=[CH:9][N:8]=2)[CH:3]=[CH:4][CH:5]=1)#[N:19]. The yield is 0.430. (4) The reactants are [NH2:1][C:2]1[CH:10]=[CH:9][CH:8]=[C:7]2[C:3]=1[C:4](=[O:20])[N:5]([CH:12]1[CH2:17][CH2:16][C:15](=[O:18])[NH:14][C:13]1=[O:19])[C:6]2=[O:11].[F:21][C:22]1[CH:23]=[C:24]([CH:28]=[CH:29][CH:30]=1)[C:25](Cl)=[O:26].CO. The catalyst is C1COCC1.C(OCC)C. The product is [O:19]=[C:13]1[CH:12]([N:5]2[C:4](=[O:20])[C:3]3[C:7](=[CH:8][CH:9]=[CH:10][C:2]=3[NH:1][C:25](=[O:26])[C:24]3[CH:28]=[CH:29][CH:30]=[C:22]([F:21])[CH:23]=3)[C:6]2=[O:11])[CH2:17][CH2:16][C:15](=[O:18])[NH:14]1. The yield is 0.960.